Predict the product of the given reaction. From a dataset of Forward reaction prediction with 1.9M reactions from USPTO patents (1976-2016). (1) Given the reactants [CH3:1][O:2][C:3](=[O:39])[CH2:4][CH2:5][CH2:6][N:7]([CH2:9][CH2:10][CH2:11][CH2:12][NH:13][C:14]1[CH:19]=[CH:18][CH:17]=[CH:16][C:15]=1[S:20](=[O:38])(=[O:37])[NH:21][C:22]([C@@:24]1([NH:29]C(OC(C)(C)C)=O)[CH2:26][C@H:25]1[CH:27]=[CH2:28])=[O:23])[CH3:8].C(O)(C(F)(F)F)=O, predict the reaction product. The product is: [CH3:1][O:2][C:3](=[O:39])[CH2:4][CH2:5][CH2:6][N:7]([CH2:9][CH2:10][CH2:11][CH2:12][NH:13][C:14]1[CH:19]=[CH:18][CH:17]=[CH:16][C:15]=1[S:20](=[O:38])(=[O:37])[NH:21][C:22]([C@@:24]1([NH2:29])[CH2:26][C@H:25]1[CH:27]=[CH2:28])=[O:23])[CH3:8]. (2) Given the reactants [C:1]([O:5][C:6](=[O:19])[NH:7][C:8]1[CH:13]=[CH:12][C:11]([C:14]([F:17])([F:16])[F:15])=[CH:10][C:9]=1[NH2:18])([CH3:4])([CH3:3])[CH3:2].C([O:24][C:25](=O)[CH2:26][C:27]([C:29]1[CH:34]=[CH:33][CH:32]=[C:31]([C:35]2[CH:40]=[C:39]([CH3:41])[N:38]=[C:37]([CH3:42])[CH:36]=2)[CH:30]=1)=[O:28])(C)(C)C, predict the reaction product. The product is: [C:1]([O:5][C:6](=[O:19])[NH:7][C:8]1[CH:13]=[CH:12][C:11]([C:14]([F:17])([F:16])[F:15])=[CH:10][C:9]=1[NH:18][C:25](=[O:24])[CH2:26][C:27]([C:29]1[CH:34]=[CH:33][CH:32]=[C:31]([C:35]2[CH:36]=[C:37]([CH3:42])[N:38]=[C:39]([CH3:41])[CH:40]=2)[CH:30]=1)=[O:28])([CH3:4])([CH3:2])[CH3:3]. (3) Given the reactants C(OC([N:8]1[CH2:13][CH:12]=[C:11]([C:14]2[C:22]3[C:17](=[CH:18][CH:19]=[C:20]([NH:23][C:24]4[N:29]=[C:28]([NH:30][C:31]5[CH:36]=[CH:35][C:34]([CH3:37])=[CH:33][CH:32]=5)[C:27]([Br:38])=[CH:26][N:25]=4)[CH:21]=3)[NH:16][CH:15]=2)[CH2:10][CH2:9]1)=O)(C)(C)C.CO.[ClH:41], predict the reaction product. The product is: [ClH:41].[Br:38][C:27]1[C:28]([NH:30][C:31]2[CH:32]=[CH:33][C:34]([CH3:37])=[CH:35][CH:36]=2)=[N:29][C:24]([NH:23][C:20]2[CH:21]=[C:22]3[C:17](=[CH:18][CH:19]=2)[NH:16][CH:15]=[C:14]3[C:11]2[CH2:12][CH2:13][NH:8][CH2:9][CH:10]=2)=[N:25][CH:26]=1. (4) Given the reactants [CH3:1][N:2]1[CH2:8][CH2:7][CH2:6][CH2:5][C:4]2[CH:9]=[C:10]([N+:13]([O-])=O)[CH:11]=[CH:12][C:3]1=2.O.NN, predict the reaction product. The product is: [CH3:1][N:2]1[CH2:8][CH2:7][CH2:6][CH2:5][C:4]2[CH:9]=[C:10]([NH2:13])[CH:11]=[CH:12][C:3]1=2. (5) Given the reactants [Cl:1][C:2]1[C:3]([CH3:27])=[C:4]([CH:20]2[CH2:23][N:22]([CH:24]([CH3:26])[CH3:25])[CH2:21]2)[C:5]([O:18][CH3:19])=[C:6]([CH:8]([NH:10]C(=O)OC(C)(C)C)[CH3:9])[CH:7]=1.[ClH:28].O1CCOCC1, predict the reaction product. The product is: [ClH:1].[ClH:28].[Cl:1][C:2]1[C:3]([CH3:27])=[C:4]([CH:20]2[CH2:21][N:22]([CH:24]([CH3:26])[CH3:25])[CH2:23]2)[C:5]([O:18][CH3:19])=[C:6]([CH:8]([NH2:10])[CH3:9])[CH:7]=1. (6) Given the reactants [C:1](#[N:5])[CH2:2][C:3]#[N:4].C([O-])([O-])=O.[K+].[K+].Cl[C:13]1[N:18]=[C:17]([O:19][CH2:20][CH:21]2[CH2:23][C:22]2([F:25])[F:24])[N:16]=[C:15]([N:26]2[CH2:31][CH2:30][CH:29]([CH2:32][O:33][C:34]3[C:35]([NH2:40])=[N:36][CH:37]=[N:38][CH:39]=3)[CH2:28][CH2:27]2)[N:14]=1, predict the reaction product. The product is: [NH2:40][C:35]1[C:34]([O:33][CH2:32][CH:29]2[CH2:30][CH2:31][N:26]([C:15]3[N:16]=[C:17]([O:19][CH2:20][CH:21]4[CH2:23][C:22]4([F:25])[F:24])[N:18]=[C:13]([CH:2]([C:1]#[N:5])[C:3]#[N:4])[N:14]=3)[CH2:27][CH2:28]2)=[CH:39][N:38]=[CH:37][N:36]=1.